This data is from Reaction yield outcomes from USPTO patents with 853,638 reactions. The task is: Predict the reaction yield, written as a fraction of the theoretical maximum amount of product (1.0 means a 100% yield; for example, 0.34 means a 34% yield). (1) The reactants are C(O[C:6](=[O:27])[NH:7][C:8]1[N:9]=[C:10]2[C:15]([C:16]([F:19])([F:18])[F:17])=[CH:14][C:13](C3OC=CC=3)=[CH:12][N:11]2[C:25]=1[Cl:26])(C)(C)C.[H-].[Na+].[S:30]1[CH:34]=[CH:33][CH:32]=[C:31]1C(Cl)=O.Cl.[CH2:39]1[CH2:43][O:42][CH2:41][CH2:40]1. The catalyst is O1CCOCC1. The product is [Cl:26][C:25]1[N:11]2[CH:12]=[C:13]([C:40]3[CH:39]=[CH:43][O:42][CH:41]=3)[CH:14]=[C:15]([C:16]([F:18])([F:17])[F:19])[C:10]2=[N:9][C:8]=1[NH:7][C:6]([C:34]1[S:30][CH:31]=[CH:32][CH:33]=1)=[O:27]. The yield is 0.200. (2) The reactants are [CH3:1][C:2]([CH3:17])([CH3:16])[C:3]#[C:4][C:5]1[CH:11]=[C:10]([N+:12]([O-:14])=[O:13])[C:9]([F:15])=[CH:8][C:6]=1[NH2:7].CCN(CC)CC.[C:25](Cl)(=[O:29])[CH2:26][CH2:27][CH3:28].O. The catalyst is ClCCl. The product is [CH3:1][C:2]([CH3:17])([CH3:16])[C:3]#[C:4][C:5]1[CH:11]=[C:10]([N+:12]([O-:14])=[O:13])[C:9]([F:15])=[CH:8][C:6]=1[NH:7][C:25](=[O:29])[CH2:26][CH2:27][CH3:28]. The yield is 0.670.